This data is from Drug-target binding data from BindingDB using Ki measurements. The task is: Regression. Given a target protein amino acid sequence and a drug SMILES string, predict the binding affinity score between them. We predict pKi (pKi = -log10(Ki in M); higher means stronger inhibition). Dataset: bindingdb_ki. (1) The compound is CN[C@@H](C)C(=O)N[C@H](C(=O)N1CC[C@H]2CC[C@H](NC(=O)c3cccc4ccccc34)[C@H]21)C(C)(C)C. The target protein sequence is MQTHAARMRTFMYWPSSVPVQPEQLAAAGFYYVGRNDDVKCFSCDGGLRCWESGDDPWVEHAKWFPGCEFLIRMKGQEYINNIHLTHSL. The pKi is 7.5. (2) The compound is CCOCCOCc1ccn2ncc(C(=O)NCCCN3CCN(c4ccccc4OC)CC3)c2c1. The target protein sequence is MVFLSGNASDSSNCTHPPPPVNISKAILLGVILGGLIIFGVLGNILVILSVACHRHLHSVTHYYIVNLAVADLLLTSTVLPFSAIFEILGYWAFGRVFCNIWAAVDVLCCTASIMGLCIISIDRYIGVSYPLRYPTIVTQKRGLMALLCVWALSLVISIGPLFGWRQPAPEDETICQINEEPGYVLFSALGSFYVPLTIILVMYCRVYVVAKRESRGLKSGLKTDKSDSEQVTLRIHRKNAPVGGSGVTSAKNKTHFSVRLLKFSREKKAAKTLGIVVGCFVLCWLPFFLVMPIGSFFPDFRPSETVFKIAFWLGYLNSCINPIIYPCSSQEFKKAFQNVLRIQCLRRKQSSRHALGYTLHPTSHALEEQHKDLVRIPVGSGETFYKISKTDGVCEWKFFSSMPRASARITVPKDPSACTTARVRSKNFLQVCCCMGPSTPSRDENHPIPTIKIHTISLSENGEEV. The pKi is 7.7. (3) The drug is C[C@@H]1O[C@@H](OC[C@H]2O[C@@H](Oc3c(-c4ccc(O)c(O)c4)oc4cc(O)cc(=O)c-4c3O)[C@H](O)[C@@H](O)[C@@H]2O)[C@H](O)[C@H](O)[C@H]1O. The target protein (P30729) has sequence MGNSSATGDGGLLAGRGPESLGTGTGLGGAGAAALVGGVLLIGMVLAGNSLVCVSVASERILQTPTNYFIVSLAAADLLLAVLVLPLFVYSEVQGGVWLLSPRLCDTLMAMDVMLCTASIFNLCAISVDRFVAVTVPLRYNQQGQCQLLLIAATWLLSAAVAAPVVCGLNDVPGRDPTVCCLEDRDYVVYSSICSFFLPCPLMLLLYWATFRGLRRWEAARHTKLHSRAPRRPSGPGPPVSDPTQGPLFSDCPPPSPSLRTSPTVSSRPESDLSQSPCSPGCLLPDAALAQPPAPSSRRKRGAKITGRERKAMRVLPVVVGAFLMCWTPFFVVHITRALCPACFVSPRLVSAVTWLGYVNSALNPIIYTIFNAEFRSVFRKTLRLRC. The pKi is 5.0. (4) The compound is Oc1cc2c(cc1O)[C@@H](c1ccccc1)CNCC2. The target protein sequence is VIMGVFVCCWLPFFILNCILPFCGSGETQPFCIDSITFDVFVWFGWANSSLNPIIYAFNADFRKAFSTLLGCYRLCPA. The pKi is 7.0. (5) The compound is C=CCc1ccc(OCC(O)CN2CCC(CN3C(=O)c4cccc5cccc(c45)C3=O)CC2)c(OC)c1. The target protein (P13945) has sequence MAPWPHENSSLAPWPDLPTLAPNTANTSGLPGVPWEAALAGALLALAVLATVGGNLLVIVAIAWTPRLQTMTNVFVTSLAAADLVMGLLVVPPAATLALTGHWPLGATGCELWTSVDVLCVTASIETLCALAVDRYLAVTNPLRYGALVTKRCARTAVVLVWVVSAAVSFAPIMSQWWRVGADAEAQRCHSNPRCCAFASNMPYVLLSSSVSFYLPLLVMLFVYARVFVVATRQLRLLRGELGRFPPEESPPAPSRSLAPAPVGTCAPPEGVPACGRRPARLLPLREHRALCTLGLIMGTFTLCWLPFFLANVLRALGGPSLVPGPAFLALNWLGYANSAFNPLIYCRSPDFRSAFRRLLCRCGRRLPPEPCAAARPALFPSGVPAARSSPAQPRLCQRLDGASWGVS. The pKi is 5.9. (6) The drug is CN(C)CCCN1c2ccccc2Sc2ccc(C(F)(F)F)cc21. The target protein (Q95136) has sequence MRTLNTSTMEGTGLVAERDFSFRILTACFLSLLILSTLLGNTLVCAAVIRFRHLRSKVTNFFVISLAVSDLLVAVLVMPWKAVAEIAGFWPFGSFCNIWVAFDIMCSTASILNLCVISVDRYWAISSPFRYERKMTPKAAFILISVAWTLSVLISFIPVQLSWHKAKPTGPSEGNATSLGKTINNCDSSLSRTYAISSSLISFYIPVAIMIVTYTRIYRIAQKQIRRISALERAAVHAKNCQTTTGNGNPMECSQPESSFKMSFKRETKVLKTLSVIMGVFVCCWLPFFILNCMVPFCGSGETKPFCIDSITFDVFVWFGWANSSLNPIIYAFNADFRKAFSTLLGCYRLCPTTNNAIETVSINNNGAVVFSSHHEPRGSISKDCNVVYLIPHAVGSSEGLKKEEAVGIAKPLEKLSPALSVILDYDTDVSLEKIQPITQNGQHPT. The pKi is 6.3. (7) The compound is O=[N+]([O-])OC[C@H]1O[C@@H](n2cnc3c(NC4CCCC4)ncnc32)[C@H](O)[C@@H]1O. The target protein (C9JQD8) has sequence MPIMGSSVYITVELAIAVLAILGNVLVCWAVWLNSNLQNVTNYFVVSLAAADIAVGVLAIPFAITISTGFCAACHGCLFIACFVLVLTQSSIFSLLAIAIDRYIAIRIPLRYNGLVTGTRAKGIIAICWVLSFAIGLTPMLGWNNCGQPKEGKNHSQGCGEGQVACLFEDVVPMNYMVYFNFFACVLVPLLLMLGVYLRIFLAARRQLKQMESQPLPGERARSTLQKEVHAAKSLAIIVGLFALCWLPLHIINCFTFFCPDCSHAPLWLMYLAIVLSHTNSVVNPFIYAYRIREFRQTFRKIIRSHVLRQQEPFKAAGTSARVLAAHGSDGEQVSLRLNGHPPGVWANGSAPHPERRPNGYALGL. The pKi is 5.3. (8) The drug is N=C(N)c1ccc(-c2cc3ccc(C(=N)N)cc3o2)cc1. The target protein (P00735) has sequence MARVRGPRLPGCLALAALFSLVHSQHVFLAHQQASSLLQRARRANKGFLEEVRKGNLERECLEEPCSREEAFEALESLSATDAFWAKYTACESARNPREKLNECLEGNCAEGVGMNYRGNVSVTRSGIECQLWRSRYPHKPEINSTTHPGADLRENFCRNPDGSITGPWCYTTSPTLRREECSVPVCGQDRVTVEVIPRSGGSTTSQSPLLETCVPDRGREYRGRLAVTTSGSRCLAWSSEQAKALSKDQDFNPAVPLAENFCRNPDGDEEGAWCYVADQPGDFEYCDLNYCEEPVDGDLGDRLGEDPDPDAAIEGRTSEDHFQPFFNEKTFGAGEADCGLRPLFEKKQVQDQTEKELFESYIEGRIVEGQDAEVGLSPWQVMLFRKSPQELLCGASLISDRWVLTAAHCLLYPPWDKNFTVDDLLVRIGKHSRTRYERKVEKISMLDKIYIHPRYNWKENLDRDIALLKLKRPIELSDYIHPVCLPDKQTAAKLLHAGF.... The pKi is 4.3.